Dataset: Peptide-MHC class II binding affinity with 134,281 pairs from IEDB. Task: Regression. Given a peptide amino acid sequence and an MHC pseudo amino acid sequence, predict their binding affinity value. This is MHC class II binding data. The peptide sequence is GELQIVDKIDEAFKI. The MHC is DRB1_1101 with pseudo-sequence DRB1_1101. The binding affinity (normalized) is 0.419.